This data is from Catalyst prediction with 721,799 reactions and 888 catalyst types from USPTO. The task is: Predict which catalyst facilitates the given reaction. Reactant: [Br:1][C:2]1[CH:11]=[C:10]2[C:5]([N:6]=[CH:7][C:8](Cl)=[N:9]2)=[CH:4][CH:3]=1.Cl.Cl.[CH3:15][N:16]([CH3:23])[CH:17]1[CH2:22][CH2:21][CH2:20][NH:19][CH2:18]1.C(N(CC)CC)C.O. Product: [Br:1][C:2]1[CH:11]=[C:10]2[C:5]([N:6]=[CH:7][C:8]([N:19]3[CH2:20][CH2:21][CH2:22][CH:17]([N:16]([CH3:23])[CH3:15])[CH2:18]3)=[N:9]2)=[CH:4][CH:3]=1. The catalyst class is: 9.